Dataset: Forward reaction prediction with 1.9M reactions from USPTO patents (1976-2016). Task: Predict the product of the given reaction. (1) Given the reactants C([N:8]1[CH2:14][CH:13]2[N:15]([CH2:16][C@H:17]([NH:28][C:29](=[O:32])[O:30][CH3:31])[CH2:18][O:19][C:20]3[CH:25]=[CH:24][C:23]([C:26]#[N:27])=[CH:22][CH:21]=3)[CH:10]([CH2:11][CH2:12]2)[CH2:9]1)C1C=CC=CC=1.Cl, predict the reaction product. The product is: [C:26]([C:23]1[CH:22]=[CH:21][C:20]([O:19][CH2:18][C@@H:17]([NH:28][C:29](=[O:32])[O:30][CH3:31])[CH2:16][N:15]2[CH:10]3[CH2:11][CH2:12][CH:13]2[CH2:14][NH:8][CH2:9]3)=[CH:25][CH:24]=1)#[N:27]. (2) Given the reactants ClC1C=CC(S(N(CC2C=CC(C(O)=O)=CC=2)CC2C=CC(F)=CC=2)(=O)=O)=CC=1.[C:30]([C:32]1[CH:37]=[CH:36][C:35]([S:38]([N:41]([CH2:49][C:50]2[CH:59]=[CH:58][C:53]([C:54]([O:56]C)=[O:55])=[C:52]([F:60])[CH:51]=2)[CH2:42][C:43]2[CH:48]=[CH:47][CH:46]=[CH:45][N:44]=2)(=[O:40])=[O:39])=[CH:34][CH:33]=1)#[N:31], predict the reaction product. The product is: [C:30]([C:32]1[CH:33]=[CH:34][C:35]([S:38]([N:41]([CH2:49][C:50]2[CH:59]=[CH:58][C:53]([C:54]([OH:56])=[O:55])=[C:52]([F:60])[CH:51]=2)[CH2:42][C:43]2[CH:48]=[CH:47][CH:46]=[CH:45][N:44]=2)(=[O:40])=[O:39])=[CH:36][CH:37]=1)#[N:31]. (3) Given the reactants COC(=O)C(NC1C=C([Cl:16])C=C(Cl)C=1OCC1C=CC=CC=1)=CC([O-])=O.C[O:28][C:29]([C:31]1[CH:40]=[C:39]([C:41]2[CH:46]=[CH:45][N:44]=[C:43]([N:47]3[CH2:52][CH2:51][NH:50][CH2:49][CH2:48]3)[N:42]=2)[C:38]2[C:33](=[C:34]([O:53]CC3C=CC=CC=3)[CH:35]=[CH:36][CH:37]=2)[N:32]=1)=[O:30], predict the reaction product. The product is: [ClH:16].[OH:53][C:34]1[CH:35]=[CH:36][CH:37]=[C:38]2[C:33]=1[N:32]=[C:31]([C:29]([OH:30])=[O:28])[CH:40]=[C:39]2[C:41]1[CH:46]=[CH:45][N:44]=[C:43]([N:47]2[CH2:48][CH2:49][NH:50][CH2:51][CH2:52]2)[N:42]=1. (4) Given the reactants [C:1]1([S:7]([N:10]2[C:18]3[C:13](=[N:14][CH:15]=[C:16]([C:19]4[C:20]([CH3:25])=[N:21][O:22][C:23]=4[CH3:24])[CH:17]=3)[C:12](I)=[CH:11]2)(=[O:9])=[O:8])[CH:6]=[CH:5][CH:4]=[CH:3][CH:2]=1.[C:27]([O:31][CH2:32][C:33]1[CH:38]=[CH:37][CH:36]=[CH:35][CH:34]=1)(=[O:30])[CH:28]=[CH2:29].O, predict the reaction product. The product is: [C:1]1([S:7]([N:10]2[C:18]3[C:13](=[N:14][CH:15]=[C:16]([C:19]4[C:20]([CH3:25])=[N:21][O:22][C:23]=4[CH3:24])[CH:17]=3)[C:12](/[CH:29]=[CH:28]/[C:27]([O:31][CH2:32][C:33]3[CH:38]=[CH:37][CH:36]=[CH:35][CH:34]=3)=[O:30])=[CH:11]2)(=[O:9])=[O:8])[CH:6]=[CH:5][CH:4]=[CH:3][CH:2]=1. (5) Given the reactants [O:1]=[C:2]1[C:10]2[C:5](=[CH:6][CH:7]=[CH:8][CH:9]=2)[C:4](=[O:11])[N:3]1[C@H:12]1[C@@H:17]([NH:18]C(=O)OCC2C=CC=CC=2)[CH2:16][C@H:15]2[C@@H:13]1[CH2:14]2.C[Si](I)(C)C, predict the reaction product. The product is: [NH2:18][C@H:17]1[CH2:16][C@H:15]2[C@H:13]([CH2:14]2)[C@H:12]1[N:3]1[C:4](=[O:11])[C:5]2[C:10](=[CH:9][CH:8]=[CH:7][CH:6]=2)[C:2]1=[O:1]. (6) The product is: [N:36]1[CH:37]=[CH:38][C:33]([C:31]2[N:32]=[C:26]([CH:11]3[CH2:12][CH:13]([C:15]4[CH:16]=[CH:17][C:18]([O:21][C:22]([F:23])([F:24])[F:25])=[CH:19][CH:20]=4)[CH2:14][N:9]([C:7]([N:1]4[CH2:2][CH2:3][O:4][CH2:5][CH2:6]4)=[O:8])[CH2:10]3)[O:28][N:30]=2)=[CH:34][CH:35]=1. Given the reactants [N:1]1([C:7]([N:9]2[CH2:14][CH:13]([C:15]3[CH:20]=[CH:19][C:18]([O:21][C:22]([F:25])([F:24])[F:23])=[CH:17][CH:16]=3)[CH2:12][CH:11]([C:26]([OH:28])=O)[CH2:10]2)=[O:8])[CH2:6][CH2:5][O:4][CH2:3][CH2:2]1.O[NH:30][C:31]([C:33]1[CH:38]=[CH:37][N:36]=[CH:35][CH:34]=1)=[NH:32], predict the reaction product. (7) Given the reactants [NH:1]1[CH2:5][CH2:4][CH2:3][CH2:2]1.C(N(CC)CC)C.[C:13](Cl)(=[O:31])[CH2:14][CH2:15][CH2:16][CH2:17][CH2:18][CH2:19][CH2:20]/[CH:21]=[CH:22]\[CH2:23][CH2:24][CH2:25][CH2:26][CH2:27][CH2:28][CH2:29][CH3:30], predict the reaction product. The product is: [N:1]1([C:13](=[O:31])[CH2:14][CH2:15][CH2:16][CH2:17][CH2:18][CH2:19][CH2:20]/[CH:21]=[CH:22]\[CH2:23][CH2:24][CH2:25][CH2:26][CH2:27][CH2:28][CH2:29][CH3:30])[CH2:5][CH2:4][CH2:3][CH2:2]1. (8) Given the reactants Cl.[Br:2][C:3]1[CH:11]=[C:10]([F:12])[CH:9]=[CH:8][C:4]=1[CH2:5][CH2:6][NH2:7].[CH3:13][CH2:14][CH2:15][C:16](=O)[CH2:17][CH2:18][CH3:19].C(O[BH-](OC(=O)C)OC(=O)C)(=O)C.[Na+].C(=O)([O-])O.[Na+], predict the reaction product. The product is: [Br:2][C:3]1[CH:11]=[C:10]([F:12])[CH:9]=[CH:8][C:4]=1[CH2:5][CH2:6][NH:7][CH:16]([CH2:17][CH2:18][CH3:19])[CH2:15][CH2:14][CH3:13].